This data is from Full USPTO retrosynthesis dataset with 1.9M reactions from patents (1976-2016). The task is: Predict the reactants needed to synthesize the given product. (1) Given the product [N:1]1[C:9]2[C:4](=[N:5][CH:6]=[C:7]([CH:10]=[O:11])[CH:8]=2)[S:3][N:2]=1, predict the reactants needed to synthesize it. The reactants are: [N:1]1[C:9]2[C:4](=[N:5][CH:6]=[C:7]([CH2:10][OH:11])[CH:8]=2)[S:3][N:2]=1. (2) Given the product [Br:1][C:2]1[N:3]=[C:4]([C@@H:12]2[O:17][CH2:16][C@H:15]([CH2:18][O:19][Si:20]([C:33]([CH3:36])([CH3:35])[CH3:34])([C:27]3[CH:32]=[CH:31][CH:30]=[CH:29][CH:28]=3)[C:21]3[CH:26]=[CH:25][CH:24]=[CH:23][CH:22]=3)[N:14]([C:37]([O:39][C:40]([CH3:43])([CH3:42])[CH3:41])=[O:38])[CH2:13]2)[N:5]2[CH:10]=[CH:9][N:8]=[C:7]([NH:55][CH2:54][C:47]3[CH:48]=[CH:49][C:50]([O:52][CH3:53])=[CH:51][C:46]=3[O:45][CH3:44])[C:6]=12, predict the reactants needed to synthesize it. The reactants are: [Br:1][C:2]1[N:3]=[C:4]([C@@H:12]2[O:17][CH2:16][C@H:15]([CH2:18][O:19][Si:20]([C:33]([CH3:36])([CH3:35])[CH3:34])([C:27]3[CH:32]=[CH:31][CH:30]=[CH:29][CH:28]=3)[C:21]3[CH:26]=[CH:25][CH:24]=[CH:23][CH:22]=3)[N:14]([C:37]([O:39][C:40]([CH3:43])([CH3:42])[CH3:41])=[O:38])[CH2:13]2)[N:5]2[CH:10]=[CH:9][N:8]=[C:7](Cl)[C:6]=12.[CH3:44][O:45][C:46]1[CH:51]=[C:50]([O:52][CH3:53])[CH:49]=[CH:48][C:47]=1[CH2:54][NH2:55].C(N(C(C)C)C(C)C)C.